From a dataset of Reaction yield outcomes from USPTO patents with 853,638 reactions. Predict the reaction yield, written as a fraction of the theoretical maximum amount of product (1.0 means a 100% yield; for example, 0.34 means a 34% yield). (1) The reactants are [S:1]1[CH2:4][C:3](=[CH:5][C:6]([O:8][CH2:9]C)=[O:7])[CH2:2]1.[NH3:11].CO. No catalyst specified. The product is [NH2:11][C:3]1([CH2:5][C:6]([O:8][CH3:9])=[O:7])[CH2:4][S:1][CH2:2]1. The yield is 0.0900. (2) The reactants are [NH2:1][C:2]1[S:3][C:4]2[C:10]([N:11]3[CH2:16][CH2:15][O:14][CH2:13][CH2:12]3)=[CH:9][CH:8]=[C:7]([O:17][CH3:18])[C:5]=2[N:6]=1.[C:19](Cl)(Cl)=[O:20].[NH:23]1[CH2:28][CH2:27][O:26][CH2:25][CH2:24]1. No catalyst specified. The product is [CH3:18][O:17][C:7]1[C:5]2[N:6]=[C:2]([NH:1][C:19]([N:23]3[CH2:28][CH2:27][O:26][CH2:25][CH2:24]3)=[O:20])[S:3][C:4]=2[C:10]([N:11]2[CH2:16][CH2:15][O:14][CH2:13][CH2:12]2)=[CH:9][CH:8]=1. The yield is 0.250.